This data is from Peptide-MHC class II binding affinity with 134,281 pairs from IEDB. The task is: Regression. Given a peptide amino acid sequence and an MHC pseudo amino acid sequence, predict their binding affinity value. This is MHC class II binding data. (1) The peptide sequence is AFASGFRAINPTMRQ. The binding affinity (normalized) is 0.414. The MHC is DRB1_0405 with pseudo-sequence DRB1_0405. (2) The peptide sequence is NVCFWYIPPSL. The MHC is HLA-DQA10102-DQB10604 with pseudo-sequence HLA-DQA10102-DQB10604. The binding affinity (normalized) is 0.0847.